From a dataset of Full USPTO retrosynthesis dataset with 1.9M reactions from patents (1976-2016). Predict the reactants needed to synthesize the given product. (1) Given the product [Br:1][C:2]1[CH:7]=[C:6]([F:8])[C:5]([CH2:9][Br:12])=[C:4]([F:11])[CH:3]=1, predict the reactants needed to synthesize it. The reactants are: [Br:1][C:2]1[CH:7]=[C:6]([F:8])[C:5]([CH2:9]O)=[C:4]([F:11])[CH:3]=1.[Br:12]P(Br)Br. (2) Given the product [F:15][C:16]1[CH:21]=[CH:20][C:19]([S:22]([N:8]2[C:9]3[C:4](=[CH:3][C:2]([CH3:1])=[C:11]([N+:12]([O-:14])=[O:13])[CH:10]=3)[CH2:5][CH2:6][CH2:7]2)(=[O:24])=[O:23])=[CH:18][CH:17]=1, predict the reactants needed to synthesize it. The reactants are: [CH3:1][C:2]1[CH:3]=[C:4]2[C:9](=[CH:10][C:11]=1[N+:12]([O-:14])=[O:13])[NH:8][CH2:7][CH2:6][CH2:5]2.[F:15][C:16]1[CH:21]=[CH:20][C:19]([S:22](Cl)(=[O:24])=[O:23])=[CH:18][CH:17]=1.Cl. (3) Given the product [C:16]([O:18][C:19]1[C:20]2[C:10](=[CH:11][C:3]([O:2][CH3:1])=[CH:4][C:5]=2[CH2:6][CH3:7])[CH:9]([OH:12])[C:8]=1[CH3:13])(=[O:17])[CH3:15], predict the reactants needed to synthesize it. The reactants are: [CH3:1][O:2][C:3]1[CH:11]=[C:10]2[C:6]([CH2:7][CH:8]([CH3:13])[C:9]2=[O:12])=[CH:5][CH:4]=1.Br[CH2:15][C:16]([O:18][CH2:19][CH3:20])=[O:17].C1C=CC=CC=1.II. (4) The reactants are: [C:1]([C@H:5]1[CH2:10][CH2:9][C@H:8]([O:11][C:12]2[CH:13]=[C:14]3[C:19](=[CH:20][CH:21]=2)[C:18]([CH:22]=O)=[CH:17][CH:16]=[CH:15]3)[CH2:7][CH2:6]1)([CH3:4])([CH3:3])[CH3:2].[NH:24]1[CH2:29][CH2:28][CH:27]([C:30]([O:32][CH2:33][CH3:34])=[O:31])[CH2:26][CH2:25]1.CC(O)=O.[BH-](OC(C)=O)(OC(C)=O)OC(C)=O.[Na+].C([O-])(O)=O.[Na+]. Given the product [C:1]([C@H:5]1[CH2:10][CH2:9][C@H:8]([O:11][C:12]2[CH:13]=[C:14]3[C:19](=[CH:20][CH:21]=2)[C:18]([CH2:22][N:24]2[CH2:29][CH2:28][CH:27]([C:30]([O:32][CH2:33][CH3:34])=[O:31])[CH2:26][CH2:25]2)=[CH:17][CH:16]=[CH:15]3)[CH2:7][CH2:6]1)([CH3:4])([CH3:3])[CH3:2], predict the reactants needed to synthesize it. (5) Given the product [NH:1]([C:192]([CH3:194])=[O:193])[C@H:2]([C:27]([NH:29][C@H:30]([C:35]([NH:37][C@H:38]([C:47]([NH:49][C@H:50]([C:55]([NH:57][C@H:58]([C:83]([NH:85][C@H:86]([C:91]([NH:93][C@H:94]([C:96]([NH:98][C@H:99]([C:104]([NH:106][C@H:107]([C:132]([NH:134][C@H:135]([C:140]([NH:142][C@H:143]([C:152]([NH:154][C@H:155]([C:160]([NH:162][C@H:163]([C:188]([O:190][CH3:191])=[O:189])[CH2:164][CH2:165][CH2:166][NH:167][C:168](=[NH:169])[NH2:187])=[O:161])[CH2:156][CH:157]([CH3:158])[CH3:159])=[O:153])[CH2:144][C:145](=[O:146])[OH:151])=[O:141])[CH2:136][CH:137]([CH3:138])[CH3:139])=[O:133])[CH2:108][CH2:109][CH2:110][NH:111][C:112](=[NH:113])[NH2:131])=[O:105])[CH2:100][CH:101]([CH3:103])[CH3:102])=[O:97])[CH3:95])=[O:92])[CH2:87][CH:88]([CH3:90])[CH3:89])=[O:84])[CH2:59][CH2:60][CH2:61][NH:62][C:63](=[NH:64])[NH2:82])=[O:56])[CH2:51][CH:52]([CH3:54])[CH3:53])=[O:48])[CH2:39][C:40](=[O:41])[OH:46])=[O:36])[CH2:31][CH:32]([CH3:33])[CH3:34])=[O:28])[CH2:3][CH2:4][CH2:5][NH:6][C:7](=[NH:8])[NH2:26], predict the reactants needed to synthesize it. The reactants are: [NH:1]([C:192]([CH3:194])=[O:193])[C@H:2]([C:27]([NH:29][C@H:30]([C:35]([NH:37][C@H:38]([C:47]([NH:49][C@H:50]([C:55]([NH:57][C@H:58]([C:83]([NH:85][C@H:86]([C:91]([NH:93][C@H:94]([C:96]([NH:98][C@H:99]([C:104]([NH:106][C@H:107]([C:132]([NH:134][C@H:135]([C:140]([NH:142][C@H:143]([C:152]([NH:154][C@H:155]([C:160]([NH:162][C@H:163]([C:188]([O:190][CH3:191])=[O:189])[CH2:164][CH2:165][CH2:166][NH:167][C:168](=[NH:187])[NH:169]S(C1C(C)=C2C(OC(C2)(C)C)=C(C)C=1C)(=O)=O)=[O:161])[CH2:156][CH:157]([CH3:159])[CH3:158])=[O:153])[CH2:144][C:145](=[O:151])[O:146]C(C)(C)C)=[O:141])[CH2:136][CH:137]([CH3:139])[CH3:138])=[O:133])[CH2:108][CH2:109][CH2:110][NH:111][C:112](=[NH:131])[NH:113]S(C1C(C)=C2C(OC(C2)(C)C)=C(C)C=1C)(=O)=O)=[O:105])[CH2:100][CH:101]([CH3:103])[CH3:102])=[O:97])[CH3:95])=[O:92])[CH2:87][CH:88]([CH3:90])[CH3:89])=[O:84])[CH2:59][CH2:60][CH2:61][NH:62][C:63](=[NH:82])[NH:64]S(C1C(C)=C2C(OC(C2)(C)C)=C(C)C=1C)(=O)=O)=[O:56])[CH2:51][CH:52]([CH3:54])[CH3:53])=[O:48])[CH2:39][C:40](=[O:46])[O:41]C(C)(C)C)=[O:36])[CH2:31][CH:32]([CH3:34])[CH3:33])=[O:28])[CH2:3][CH2:4][CH2:5][NH:6][C:7](=[NH:26])[NH:8]S(C1C(C)=C2C(OC(C2)(C)C)=C(C)C=1C)(=O)=O.C(O)(C(F)(F)F)=O.